Dataset: TCR-epitope binding with 47,182 pairs between 192 epitopes and 23,139 TCRs. Task: Binary Classification. Given a T-cell receptor sequence (or CDR3 region) and an epitope sequence, predict whether binding occurs between them. (1) The epitope is FIAGLIAIV. The TCR CDR3 sequence is CASSGGTEAFF. Result: 1 (the TCR binds to the epitope). (2) The epitope is MPASWVMRI. The TCR CDR3 sequence is CSVGNGATGELFF. Result: 1 (the TCR binds to the epitope). (3) The epitope is LLDFVRFMGV. The TCR CDR3 sequence is CASSVGTGDHQPQHF. Result: 1 (the TCR binds to the epitope). (4) Result: 0 (the TCR does not bind to the epitope). The TCR CDR3 sequence is CASSPGTEHGYTF. The epitope is YLDAYNMMI. (5) The epitope is HPKVSSEVHI. The TCR CDR3 sequence is CASSQEESRGDIQYF. Result: 0 (the TCR does not bind to the epitope).